This data is from Full USPTO retrosynthesis dataset with 1.9M reactions from patents (1976-2016). The task is: Predict the reactants needed to synthesize the given product. Given the product [Cl:1][C:2]1[C:3]([O:19][C@@H:20]2[CH2:25][CH2:24][CH2:23][CH2:22][C@H:21]2[C:26]2[NH:30][N:29]=[CH:28][CH:27]=2)=[CH:4][C:5]([F:18])=[C:6]([S:8]([NH:11][C:12]2[CH:17]=[CH:16][N:15]=[CH:14][N:13]=2)(=[O:10])=[O:9])[CH:7]=1, predict the reactants needed to synthesize it. The reactants are: [Cl:1][C:2]1[C:3]([O:19][C@@H:20]2[CH2:25][CH2:24][CH2:23][CH2:22][C@H:21]2[C:26]2[N:30](COCCOC)[N:29]=[CH:28][CH:27]=2)=[CH:4][C:5]([F:18])=[C:6]([S:8]([NH:11][C:12]2[CH:17]=[CH:16][N:15]=[CH:14][N:13]=2)(=[O:10])=[O:9])[CH:7]=1.Cl.